This data is from Forward reaction prediction with 1.9M reactions from USPTO patents (1976-2016). The task is: Predict the product of the given reaction. (1) Given the reactants Cl[C:2]1[N:9]=[CH:8][CH:7]=[CH:6][C:3]=1[C:4]#[N:5].[F:10][C:11]1[CH:16]=[CH:15][C:14]([F:17])=[CH:13][C:12]=1B(O)O, predict the reaction product. The product is: [F:10][C:11]1[CH:16]=[CH:15][C:14]([F:17])=[CH:13][C:12]=1[C:2]1[N:9]=[CH:8][CH:7]=[CH:6][C:3]=1[C:4]#[N:5]. (2) Given the reactants [N:1]1[CH:6]=[CH:5][C:4]([CH2:7][C:8]([OH:10])=[O:9])=[CH:3][CH:2]=1.Br[CH2:12][CH2:13]Cl, predict the reaction product. The product is: [N:1]1[CH:6]=[CH:5][C:4]([C:7]2([C:8]([OH:10])=[O:9])[CH2:13][CH2:12]2)=[CH:3][CH:2]=1. (3) Given the reactants Cl[CH2:2][CH2:3][CH2:4][N:5]([CH2:15][C:16]([F:19])([F:18])[F:17])[C:6](=O)[O:7]C1C=CC=CC=1.[NH2:20][NH2:21].O, predict the reaction product. The product is: [NH2:20][N:21]1[CH2:2][CH2:3][CH2:4][N:5]([CH2:15][C:16]([F:19])([F:18])[F:17])[C:6]1=[O:7]. (4) Given the reactants [CH3:1][O:2][C:3]1[CH:4]=[C:5]([NH:12][C:13]2[CH:14]=[N:15][C:16]3[CH2:17][CH:18]([NH:23][C:24](=[O:30])[O:25][C:26]([CH3:29])([CH3:28])[CH3:27])[CH2:19][CH2:20][C:21]=3[CH:22]=2)[C:6]([N+:9]([O-])=O)=[N:7][CH:8]=1, predict the reaction product. The product is: [NH2:9][C:6]1[C:5]([NH:12][C:13]2[CH:14]=[N:15][C:16]3[CH2:17][CH:18]([NH:23][C:24](=[O:30])[O:25][C:26]([CH3:27])([CH3:28])[CH3:29])[CH2:19][CH2:20][C:21]=3[CH:22]=2)=[CH:4][C:3]([O:2][CH3:1])=[CH:8][N:7]=1. (5) The product is: [F:1][C:2]1[CH:7]=[CH:6][CH:5]=[CH:4][C:3]=1[N:8]1[C:12](=[O:13])[C:11]([N+:16]([O-:18])=[O:17])=[C:10]([CH3:14])[N:9]1[CH3:15]. Given the reactants [F:1][C:2]1[CH:7]=[CH:6][CH:5]=[CH:4][C:3]=1[N:8]1[C:12](=[O:13])[CH:11]=[C:10]([CH3:14])[N:9]1[CH3:15].[N+:16]([O-])([OH:18])=[O:17].O.CC(OC)(C)C, predict the reaction product. (6) Given the reactants [CH2:1]([N:8]1[C:17]([CH:18]([OH:20])[CH3:19])=[C:16]([C:21]2[CH:26]=[CH:25][CH:24]=[CH:23][CH:22]=2)[C:15]2[C:10](=[CH:11][CH:12]=[C:13]([Br:27])[CH:14]=2)[C:9]1=[O:28])[C:2]1[CH:7]=[CH:6][CH:5]=[CH:4][CH:3]=1, predict the reaction product. The product is: [C:18]([C:17]1[N:8]([CH2:1][C:2]2[CH:7]=[CH:6][CH:5]=[CH:4][CH:3]=2)[C:9](=[O:28])[C:10]2[C:15]([C:16]=1[C:21]1[CH:26]=[CH:25][CH:24]=[CH:23][CH:22]=1)=[CH:14][C:13]([Br:27])=[CH:12][CH:11]=2)(=[O:20])[CH3:19]. (7) Given the reactants [Cl:1][C:2]1[C:3]([N:17]2[CH2:22][CH2:21][CH:20]([C:23]([O:25]C)=[O:24])[CH2:19][CH2:18]2)=[N:4][CH:5]=[C:6]([C:10]2[O:11][C:12]([CH2:15][CH3:16])=[CH:13][N:14]=2)[C:7]=1[NH:8][CH3:9].[OH-].[Na+], predict the reaction product. The product is: [Cl:1][C:2]1[C:3]([N:17]2[CH2:18][CH2:19][CH:20]([C:23]([OH:25])=[O:24])[CH2:21][CH2:22]2)=[N:4][CH:5]=[C:6]([C:10]2[O:11][C:12]([CH2:15][CH3:16])=[CH:13][N:14]=2)[C:7]=1[NH:8][CH3:9]. (8) Given the reactants [C@@H:1]1([O:11][CH2:12][CH2:13][NH:14][C:15](=[O:51])[CH2:16][N:17]([CH2:34][C:35](=[O:50])[NH:36][CH2:37][CH2:38][O:39][C@@H:40]2[O:48][C@@H:47]([CH3:49])[C@@H:45]([OH:46])[C@@H:43]([OH:44])[C@@H:41]2[OH:42])[C:18](=[O:33])[CH2:19][CH2:20][CH2:21][CH2:22][C:23]([O:25]CC2C=CC=CC=2)=[O:24])[O:9][C@@H:8]([CH3:10])[C@@H:6]([OH:7])[C@@H:4]([OH:5])[C@@H:2]1[OH:3], predict the reaction product. The product is: [C@@H:1]1([O:11][CH2:12][CH2:13][NH:14][C:15](=[O:51])[CH2:16][N:17]([CH2:34][C:35](=[O:50])[NH:36][CH2:37][CH2:38][O:39][C@@H:40]2[O:48][C@@H:47]([CH3:49])[C@@H:45]([OH:46])[C@@H:43]([OH:44])[C@@H:41]2[OH:42])[C:18](=[O:33])[CH2:19][CH2:20][CH2:21][CH2:22][C:23]([OH:25])=[O:24])[O:9][C@@H:8]([CH3:10])[C@@H:6]([OH:7])[C@@H:4]([OH:5])[C@@H:2]1[OH:3]. (9) Given the reactants Cl.[CH3:2][C:3]1[C:7]([CH2:8][N:9]2[CH:13]=[C:12]([NH2:14])[CH:11]=[N:10]2)=[C:6]([CH3:15])[O:5][N:4]=1.[C:16]1([CH:22]([CH3:26])[C:23](O)=[O:24])[CH:21]=[CH:20][CH:19]=[CH:18][CH:17]=1.C(N(CC)CC)C.C(Cl)CCl, predict the reaction product. The product is: [CH3:2][C:3]1[C:7]([CH2:8][N:9]2[CH:13]=[C:12]([NH:14][C:23](=[O:24])[CH:22]([C:16]3[CH:21]=[CH:20][CH:19]=[CH:18][CH:17]=3)[CH3:26])[CH:11]=[N:10]2)=[C:6]([CH3:15])[O:5][N:4]=1.